Task: Predict the reaction yield, written as a fraction of the theoretical maximum amount of product (1.0 means a 100% yield; for example, 0.34 means a 34% yield).. Dataset: Reaction yield outcomes from USPTO patents with 853,638 reactions (1) The reactants are [NH2:1][C:2]1[CH:6]=[CH:5][NH:4][N:3]=1.[C:7]1(=O)[O:12][C:10](=[O:11])[C:9]2=[CH:13][CH:14]=[CH:15][CH:16]=[C:8]12. The catalyst is O1CCOCC1. The product is [NH:4]1[CH:5]=[CH:6][C:2]([N:1]2[C:10](=[O:11])[C:9]3[C:8](=[CH:16][CH:15]=[CH:14][CH:13]=3)[C:7]2=[O:12])=[N:3]1. The yield is 0.920. (2) The reactants are B(Br)(Br)Br.[F:5][C:6]1[CH:7]=[C:8]([CH2:12][NH:13][C:14]([C:16]2[C:17]([O:31][CH2:32][CH2:33][O:34]C)=[N:18][C:19]3[C:24]([C:25]=2[CH3:26])=[CH:23][CH:22]=[C:21]([C:27]([F:30])([F:29])[F:28])[CH:20]=3)=[O:15])[CH:9]=[CH:10][CH:11]=1. The catalyst is C(Cl)Cl. The product is [F:5][C:6]1[CH:7]=[C:8]([CH2:12][NH:13][C:14]([C:16]2[C:17]([O:31][CH2:32][CH2:33][OH:34])=[N:18][C:19]3[C:24]([C:25]=2[CH3:26])=[CH:23][CH:22]=[C:21]([C:27]([F:29])([F:30])[F:28])[CH:20]=3)=[O:15])[CH:9]=[CH:10][CH:11]=1. The yield is 0.290. (3) The reactants are [Cl:1][C:2]1[C:11]2[CH:10]=[CH:9][CH:8]=[C:7]([NH2:12])[C:6]=2[CH:5]=[CH:4][N:3]=1.[Br:13][C:14]1[CH:19]=[CH:18][C:17]([CH2:20][N:21]=[C:22]=[O:23])=[CH:16][CH:15]=1. The catalyst is C1(C)C=CC=CC=1. The product is [Br:13][C:14]1[CH:15]=[CH:16][C:17]([CH2:20][NH:21][C:22]([NH:12][C:7]2[CH:8]=[CH:9][CH:10]=[C:11]3[C:6]=2[CH:5]=[CH:4][N:3]=[C:2]3[Cl:1])=[O:23])=[CH:18][CH:19]=1. The yield is 0.630. (4) The reactants are [Cl:1][C:2]1[CH:3]=[C:4]([CH:7]=[C:8]([F:10])[CH:9]=1)[NH:5][CH3:6].Br.Br[CH:13]([C:15]1[CH:16]=[C:17]([C:32]([N:34]([CH3:36])[CH3:35])=[O:33])[CH:18]=[C:19]2[C:24]=1[O:23][C:22]([N:25]1[CH2:30][CH2:29][O:28][CH2:27][CH2:26]1)=[CH:21][C:20]2=[O:31])[CH3:14]. No catalyst specified. The product is [Cl:1][C:2]1[CH:3]=[C:4]([N:5]([CH3:6])[CH:13]([C:15]2[CH:16]=[C:17]([C:32]([N:34]([CH3:36])[CH3:35])=[O:33])[CH:18]=[C:19]3[C:24]=2[O:23][C:22]([N:25]2[CH2:30][CH2:29][O:28][CH2:27][CH2:26]2)=[CH:21][C:20]3=[O:31])[CH3:14])[CH:7]=[C:8]([F:10])[CH:9]=1. The yield is 0.250. (5) The reactants are [CH3:1][C:2]1[C:3]([CH:8]([OH:10])[CH3:9])=[N:4][CH:5]=[CH:6][CH:7]=1.CCN(CC)CC.[CH3:18][S:19](Cl)(=[O:21])=[O:20]. The catalyst is C(Cl)Cl.C([O-])(O)=O.[Na+]. The product is [CH3:1][C:2]1[C:3]([CH:8]([O:10][S:19]([CH3:18])(=[O:21])=[O:20])[CH3:9])=[N:4][CH:5]=[CH:6][CH:7]=1. The yield is 0.930.